This data is from Experimentally validated miRNA-target interactions with 360,000+ pairs, plus equal number of negative samples. The task is: Binary Classification. Given a miRNA mature sequence and a target amino acid sequence, predict their likelihood of interaction. The miRNA is mmu-miR-295-3p with sequence AAAGUGCUACUACUUUUGAGUCU. The protein sequence of the target gene is MSGGEVVCSGWLRKSPPEKKLKRYAWKRRWFVLRSGRLTGDPDVLEYYKNDHAKKPIRIIDLNLCQQVDAGLTFNKKEFENSYIFDINTIDRIFYLVADSEEEMNKWVRCICDICGFNPTEEDPVKPPGSSLQAPADLPLAINTAPPSTQADSSSATLPPPYQLINVPPHLETLGIQEDPQDYLLLINCQSKKPEPTRTHADSAKSTSSETDCNDNVPSHKNPASSQSKHGMNGFFQQQMIYDSPPSRAPSASVDSSLYNLPRSYSHDVLPKVSPSSTEADGELYVFNTPSGTSSVETQM.... Result: 0 (no interaction).